This data is from Reaction yield outcomes from USPTO patents with 853,638 reactions. The task is: Predict the reaction yield, written as a fraction of the theoretical maximum amount of product (1.0 means a 100% yield; for example, 0.34 means a 34% yield). (1) The reactants are [F:1][C:2]1[CH:10]=[C:9]2[C:5]([C:6]([C:11]3[CH:12]=[CH:13][C:14]([N:17](C)[C:18](=[O:20])[CH3:19])=[N:15][CH:16]=3)=[CH:7][NH:8]2)=[CH:4][CH:3]=1.[N:22]1(CC(O)=O)[CH2:27][CH2:26][O:25][CH2:24][CH2:23]1. No catalyst specified. The product is [F:1][C:2]1[CH:10]=[C:9]2[C:5]([C:6]([C:11]3[CH:12]=[CH:13][C:14]([NH:17][C:18](=[O:20])[CH2:19][N:22]4[CH2:27][CH2:26][O:25][CH2:24][CH2:23]4)=[N:15][CH:16]=3)=[CH:7][NH:8]2)=[CH:4][CH:3]=1. The yield is 0.190. (2) The reactants are [S:1]1[CH:5]=[CH:4][C:3](/[CH:6]=[CH:7]/[C:8]([OH:10])=O)=[CH:2]1.C(Cl)(=O)C(Cl)=O.CN(C=O)C.[CH2:22]([N:29]1[CH2:34][CH2:33][CH:32]([NH:35][C:36]2[CH:44]=[C:43]3[C:39]([CH2:40][CH2:41][N:42]3[C:45](=[O:47])[CH3:46])=[CH:38][CH:37]=2)[CH2:31][CH2:30]1)[C:23]1[CH:28]=[CH:27][CH:26]=[CH:25][CH:24]=1. The catalyst is C(Cl)Cl. The product is [C:45]([N:42]1[C:43]2[C:39](=[CH:38][CH:37]=[C:36]([N:35]([CH:32]3[CH2:31][CH2:30][N:29]([CH2:22][C:23]4[CH:24]=[CH:25][CH:26]=[CH:27][CH:28]=4)[CH2:34][CH2:33]3)[C:8](=[O:10])/[CH:7]=[CH:6]/[C:3]3[CH:4]=[CH:5][S:1][CH:2]=3)[CH:44]=2)[CH2:40][CH2:41]1)(=[O:47])[CH3:46]. The yield is 0.640. (3) The reactants are [Br:1][C:2]1[CH:7]=[CH:6][C:5]([F:8])=[CH:4][C:3]=1[F:9].[Br:10]Br.S(=O)(=O)(O)[O-].[Na+]. The catalyst is ClCCCl.[Fe]. The product is [Br:1][C:2]1[CH:7]=[C:6]([Br:10])[C:5]([F:8])=[CH:4][C:3]=1[F:9]. The yield is 0.760. (4) The reactants are BrN1C(=O)CCC1=O.C(O/[CH:14]=[CH:15]/[C:16]1[C:21]([Cl:22])=[CH:20][N:19]=[C:18]([Cl:23])[N:17]=1)CCC.[NH2:24][C:25]1[CH:30]=[CH:29][CH:28]=[CH:27][N:26]=1. The catalyst is O1CCOCC1.O. The product is [Cl:23][C:18]1[N:17]=[C:16]([C:15]2[N:26]3[CH:27]=[CH:28][CH:29]=[CH:30][C:25]3=[N:24][CH:14]=2)[C:21]([Cl:22])=[CH:20][N:19]=1. The yield is 0.540. (5) The reactants are [CH2:1]1[N:8]([CH2:9][CH2:10][N:11]2[CH2:18][C:16](=[O:17])[O:15][C:13](=[O:14])[CH2:12]2)[CH2:7][C:5](=[O:6])[O:4][C:2]1=[O:3].[S:19]([NH2:29])(=[O:28])([C:21]1[CH:26]=[CH:25][C:24]([NH2:27])=[CH:23][CH:22]=1)=[O:20].[I:30][C:31]1[CH:37]=[CH:36][C:34]([NH2:35])=[CH:33][CH:32]=1. The catalyst is CN(C=O)C. The product is [C:5]([CH2:7][N:8]([CH2:1][C:2]([NH:35][C:34]1[CH:36]=[CH:37][C:31]([I:30])=[CH:32][CH:33]=1)=[O:3])[CH2:9][CH2:10][N:11]([CH2:12][C:13](=[O:14])[NH:27][C:24]1[CH:23]=[CH:22][C:21]([S:19](=[O:28])(=[O:20])[NH2:29])=[CH:26][CH:25]=1)[CH2:18][C:16]([OH:15])=[O:17])([OH:4])=[O:6]. The yield is 0.0550. (6) The yield is 0.940. The product is [OH:13][C:8]1[CH:9]=[CH:10][C:11]([C:14]2([C:11]3[CH:10]=[CH:9][C:8]([OH:13])=[C:7]([C:1]4[CH:6]=[CH:5][CH:4]=[CH:3][CH:2]=4)[CH:12]=3)[C:15]3[C:16](=[CH:20][CH:21]=[CH:22][CH:23]=3)[C:17](=[O:18])[O:19]2)=[CH:12][C:7]=1[C:1]1[CH:2]=[CH:3][CH:4]=[CH:5][CH:6]=1. No catalyst specified. The reactants are [C:1]1([C:7]2[CH:12]=[CH:11][CH:10]=[CH:9][C:8]=2[OH:13])[CH:6]=[CH:5][CH:4]=[CH:3][CH:2]=1.[C:14]1(=O)[O:19][C:17](=[O:18])[C:16]2=[CH:20][CH:21]=[CH:22][CH:23]=[C:15]12. (7) The reactants are [OH:1][C:2]1([CH2:8][C:9]2[CH:14]=[CH:13][CH:12]=[CH:11][CH:10]=2)[CH2:7][CH2:6][NH:5][CH2:4][CH2:3]1.[Cl:15][C:16]1[CH:21]=[C:20]([Cl:22])[CH:19]=[CH:18][C:17]=1[CH2:23][N:24]=[C:25]=[O:26]. No catalyst specified. The product is [Cl:15][C:16]1[CH:21]=[C:20]([Cl:22])[CH:19]=[CH:18][C:17]=1[CH2:23][NH:24][C:25]([N:5]1[CH2:6][CH2:7][C:2]([CH2:8][C:9]2[CH:14]=[CH:13][CH:12]=[CH:11][CH:10]=2)([OH:1])[CH2:3][CH2:4]1)=[O:26]. The yield is 0.890. (8) The reactants are [CH2:1]([O:3][C:4]([C:6]1[C:15](=[O:16])[C:14]2[C:9](=[C:10]([Cl:38])[C:11]([NH:18][CH2:19][CH:20]([OH:37])[CH2:21][O:22][CH:23]3[CH2:26][N:25](C(OCC4C=CC=CC=4)=O)[CH2:24]3)=[C:12]([F:17])[CH:13]=2)[N:8]([C:39]2[C:44]([F:45])=[CH:43][C:42]([F:46])=[C:41]([NH2:47])[N:40]=2)[CH:7]=1)=[O:5])[CH3:2]. The catalyst is CO.[Pd]. The product is [CH2:1]([O:3][C:4]([C:6]1[C:15](=[O:16])[C:14]2[C:9](=[C:10]([Cl:38])[C:11]([NH:18][CH2:19][CH:20]([OH:37])[CH2:21][O:22][CH:23]3[CH2:26][NH:25][CH2:24]3)=[C:12]([F:17])[CH:13]=2)[N:8]([C:39]2[C:44]([F:45])=[CH:43][C:42]([F:46])=[C:41]([NH2:47])[N:40]=2)[CH:7]=1)=[O:5])[CH3:2]. The yield is 0.930. (9) The reactants are Cl[C:2]1[CH:7]=[CH:6][N:5]=[C:4]2[CH:8]=[C:9]([C:11]([N:13]3[CH2:17][CH2:16][C@@H:15]([N:18]([CH3:20])[CH3:19])[CH2:14]3)=[O:12])[S:10][C:3]=12.[OH:21][C:22]1[CH:30]=[C:29]2[C:25]([C:26]([C:33]([NH:35][CH3:36])=[O:34])=[C:27]([CH3:32])[N:28]2[CH3:31])=[CH:24][CH:23]=1.C([O-])([O-])=O.[Cs+].[Cs+]. No catalyst specified. The product is [CH3:19][N:18]([CH3:20])[C@@H:15]1[CH2:16][CH2:17][N:13]([C:11]([C:9]2[S:10][C:3]3[C:4](=[N:5][CH:6]=[CH:7][C:2]=3[O:21][C:22]3[CH:30]=[C:29]4[C:25]([C:26]([C:33]([NH:35][CH3:36])=[O:34])=[C:27]([CH3:32])[N:28]4[CH3:31])=[CH:24][CH:23]=3)[CH:8]=2)=[O:12])[CH2:14]1. The yield is 0.170. (10) The reactants are [H-].[Na+].[OH:3][C@H:4]1[CH2:23][N:7]2[C:8](=[O:22])[N:9]([C:11]3[CH:16]=[CH:15][C:14]([O:17][C:18]([F:21])([F:20])[F:19])=[CH:13][CH:12]=3)[CH2:10][C@@H:6]2[CH2:5]1.[CH2:24]([CH:27]1[CH2:29][O:28]1)[CH2:25][CH3:26].O. The catalyst is C1COCC1. The product is [OH:28][CH:27]([CH2:24][CH2:25][CH3:26])[CH2:29][O:3][C@H:4]1[CH2:23][N:7]2[C:8](=[O:22])[N:9]([C:11]3[CH:16]=[CH:15][C:14]([O:17][C:18]([F:21])([F:19])[F:20])=[CH:13][CH:12]=3)[CH2:10][C@@H:6]2[CH2:5]1. The yield is 0.260.